Dataset: Forward reaction prediction with 1.9M reactions from USPTO patents (1976-2016). Task: Predict the product of the given reaction. (1) Given the reactants C([NH:8][C:9]1[C:14]([F:15])=[CH:13][C:12]([N:16]2[CH2:21][CH2:20][N:19]([CH2:22][CH3:23])[CH2:18][CH2:17]2)=[CH:11][C:10]=1[F:24])(OC(C)(C)C)=O.Cl.[OH-].[Na+], predict the reaction product. The product is: [CH2:22]([N:19]1[CH2:20][CH2:21][N:16]([C:12]2[CH:11]=[C:10]([F:24])[C:9]([NH2:8])=[C:14]([F:15])[CH:13]=2)[CH2:17][CH2:18]1)[CH3:23]. (2) Given the reactants O[CH2:2][C:3]1[CH:4]=[C:5]([NH:9][C:10](=[O:12])[CH3:11])[CH:6]=[CH:7][CH:8]=1.C1(P(C2C=CC=CC=2)C2C=CC=CC=2)C=CC=CC=1.[Br:32]C(Br)(Br)Br, predict the reaction product. The product is: [Br:32][CH2:2][C:3]1[CH:4]=[C:5]([NH:9][C:10](=[O:12])[CH3:11])[CH:6]=[CH:7][CH:8]=1. (3) Given the reactants [Cl:1][C:2]1[C:9]([Cl:10])=[CH:8][CH:7]=[CH:6][C:3]=1[CH:4]=O.[C@@H:11]1([NH2:21])[C:20]2[C:15](=[CH:16][CH:17]=[CH:18][CH:19]=2)[CH2:14][CH2:13][CH2:12]1, predict the reaction product. The product is: [Cl:1][C:2]1[C:9]([Cl:10])=[CH:8][CH:7]=[CH:6][C:3]=1[CH2:4][NH:21][C@@H:11]1[C:20]2[C:15](=[CH:16][CH:17]=[CH:18][CH:19]=2)[CH2:14][CH2:13][CH2:12]1. (4) Given the reactants [CH3:1][O:2][C:3]1[N:11]=[C:10]([O:12][CH3:13])[CH:9]=[CH:8][C:4]=1[C:5]([OH:7])=O.CCN=C=NCCCN(C)C.Cl.C1C=CC2N(O)N=NC=2C=1.O[NH:37][C:38]([C:40]1[CH:45]=[CH:44][C:43]([C:46]2[CH:51]=[CH:50][CH:49]=[CH:48][CH:47]=2)=[C:42]([C:52]([F:55])([F:54])[F:53])[CH:41]=1)=[NH:39], predict the reaction product. The product is: [CH3:1][O:2][C:3]1[C:4]([C:5]2[O:7][N:39]=[C:38]([C:40]3[CH:45]=[CH:44][C:43]([C:46]4[CH:51]=[CH:50][CH:49]=[CH:48][CH:47]=4)=[C:42]([C:52]([F:53])([F:54])[F:55])[CH:41]=3)[N:37]=2)=[CH:8][CH:9]=[C:10]([O:12][CH3:13])[N:11]=1. (5) Given the reactants [CH2:1]1[O:14][C:4]2([CH2:11][CH2:10][CH:9]3[CH2:12][CH:5]2[CH2:6][CH2:7][CH:8]3[NH2:13])[O:3][CH2:2]1.C(N(CC)CC)C.[CH2:22]([O:29][C:30](Cl)=[O:31])[C:23]1[CH:28]=[CH:27][CH:26]=[CH:25][CH:24]=1, predict the reaction product. The product is: [CH2:2]1[O:3][C:4]2([CH2:11][CH2:10][CH:9]3[CH2:12][CH:5]2[CH2:6][CH2:7][CH:8]3[NH:13][C:30]([O:29][CH2:22][C:23]2[CH:28]=[CH:27][CH:26]=[CH:25][CH:24]=2)=[O:31])[O:14][CH2:1]1.